This data is from Full USPTO retrosynthesis dataset with 1.9M reactions from patents (1976-2016). The task is: Predict the reactants needed to synthesize the given product. (1) Given the product [C:1]([O:5][C:6]([N:8]1[CH2:9][CH2:10][CH:11]([C:14]2[CH:15]=[C:16]3[C:25](=[CH:26][C:27]=2[C:28]2[CH:33]=[CH:32][CH:31]=[CH:30][C:29]=2[F:34])[O:24][CH2:23][C:22]2[N:17]3[C@H:18]([CH3:36])[C:19](=[O:35])[NH:20][N:21]=2)[CH2:12][CH2:13]1)=[O:7])([CH3:4])([CH3:2])[CH3:3], predict the reactants needed to synthesize it. The reactants are: [C:1]([O:5][C:6]([N:8]1[CH2:13][CH:12]=[C:11]([C:14]2[CH:15]=[C:16]3[C:25](=[CH:26][C:27]=2[C:28]2[CH:33]=[CH:32][CH:31]=[CH:30][C:29]=2[F:34])[O:24][CH2:23][C:22]2[N:17]3[C@H:18]([CH3:36])[C:19](=[O:35])[NH:20][N:21]=2)[CH2:10][CH2:9]1)=[O:7])([CH3:4])([CH3:3])[CH3:2]. (2) Given the product [Cl:8][C:7]1[C:6]([N:11]2[CH2:16][CH2:15][C:14]3([C:24]4[C:19](=[CH:20][CH:21]=[CH:22][CH:23]=4)[CH:18]=[CH:17]3)[CH2:13][CH2:12]2)=[CH:5][N:4]=[N:3][C:2]=1[NH:31][NH2:32], predict the reactants needed to synthesize it. The reactants are: Cl[C:2]1[N:3]=[N:4][CH:5]=[C:6](Cl)[C:7]=1[Cl:8].Cl.[NH:11]1[CH2:16][CH2:15][C:14]2([C:24]3[C:19](=[CH:20][CH:21]=[CH:22][CH:23]=3)[CH:18]=[CH:17]2)[CH2:13][CH2:12]1.C(=O)([O-])[O-].[K+].[K+].[NH2:31][NH2:32].